Dataset: Forward reaction prediction with 1.9M reactions from USPTO patents (1976-2016). Task: Predict the product of the given reaction. (1) Given the reactants [C:1]([O:5][C:6]([N:8]([C:16]([O:18][C:19]([CH3:22])([CH3:21])[CH3:20])=[O:17])[C:9]1[N:14]=[CH:13][C:12](Br)=[CH:11][N:10]=1)=[O:7])([CH3:4])([CH3:3])[CH3:2].[CH3:23][S:24][C:25]1[CH:30]=[CH:29][CH:28]=[CH:27][C:26]=1B(O)O.C(=O)([O-])[O-].[Na+].[Na+], predict the reaction product. The product is: [C:1]([O:5][C:6]([N:8]([C:16]([O:18][C:19]([CH3:22])([CH3:21])[CH3:20])=[O:17])[C:9]1[N:14]=[CH:13][C:12]([C:26]2[CH:27]=[CH:28][CH:29]=[CH:30][C:25]=2[S:24][CH3:23])=[CH:11][N:10]=1)=[O:7])([CH3:4])([CH3:3])[CH3:2]. (2) Given the reactants [CH2:1]([C:3]1[CH:8]=[C:7]([N+:9]([O-])=O)[CH:6]=[CH:5][C:4]=1[N:12]1[CH2:16][CH2:15][CH2:14][CH2:13]1)[CH3:2], predict the reaction product. The product is: [CH2:1]([C:3]1[CH:8]=[C:7]([CH:6]=[CH:5][C:4]=1[N:12]1[CH2:16][CH2:15][CH2:14][CH2:13]1)[NH2:9])[CH3:2]. (3) Given the reactants [C:1]1([CH3:21])[CH:6]=[CH:5][C:4]([C:7]2[O:8][C:9]([C:17]([F:20])([F:19])[F:18])=[C:10]([CH2:12][CH2:13][CH2:14][C:15]#N)[N:11]=2)=[CH:3][CH:2]=1.[OH2:22].[CH3:23][OH:24], predict the reaction product. The product is: [C:1]1([CH3:21])[CH:6]=[CH:5][C:4]([C:7]2[O:8][C:9]([C:17]([F:20])([F:19])[F:18])=[C:10]([CH2:12][CH2:13][CH2:14][C:15]([O:24][CH3:23])=[O:22])[N:11]=2)=[CH:3][CH:2]=1. (4) Given the reactants CN(C=O)C.[CH3:6][O:7][C:8]1[CH:13]=[CH:12][CH:11]=[CH:10][C:9]=1[C:14]1([CH3:21])[NH:18][C:17](=[O:19])[NH:16][C:15]1=[O:20].C([O-])([O-])=O.[K+].[K+].Br[CH2:29][C:30]1[CH:35]=[CH:34][C:33]([O:36][CH3:37])=[CH:32][CH:31]=1, predict the reaction product. The product is: [CH3:37][O:36][C:33]1[CH:34]=[CH:35][C:30]([CH2:29][N:16]2[C:15](=[O:20])[C:14]([C:9]3[CH:10]=[CH:11][CH:12]=[CH:13][C:8]=3[O:7][CH3:6])([CH3:21])[NH:18][C:17]2=[O:19])=[CH:31][CH:32]=1. (5) Given the reactants [H][H].[CH2:3]=[CH:4][C:5]1[CH:10]=[CH:9][CH:8]=[CH:7][CH:6]=1.[C:11]([O:16][CH3:17])(=[O:15])[CH:12]([CH3:14])[CH3:13], predict the reaction product. The product is: [C:11]([O:16][CH3:17])(=[O:15])[C:12]([CH3:14])=[CH2:13].[CH2:3]=[CH:4][C:5]1[CH:10]=[CH:9][CH:8]=[CH:7][CH:6]=1.[CH:4]([CH:5]1[CH2:10][CH2:9][CH2:8][CH2:7][CH2:6]1)=[CH2:3].